From a dataset of Catalyst prediction with 721,799 reactions and 888 catalyst types from USPTO. Predict which catalyst facilitates the given reaction. (1) Reactant: [C:12]([O:11][C:9](O[C:9]([O:11][C:12]([CH3:15])([CH3:14])[CH3:13])=[O:10])=[O:10])([CH3:15])([CH3:14])[CH3:13].[F:16][C:17]1[CH:18]=[C:19]([C@H:24]2[NH:29][C:28](=[O:30])[C:27]3([CH2:36][O:35][CH2:34][CH2:33][O:32][CH2:31]3)[NH:26][CH2:25]2)[CH:20]=[C:21]([F:23])[CH:22]=1.CCN(C(C)C)C(C)C. Product: [F:16][C:17]1[CH:18]=[C:19]([C@H:24]2[NH:29][C:28](=[O:30])[C:27]3([CH2:31][O:32][CH2:33][CH2:34][O:35][CH2:36]3)[N:26]([C:9]([O:11][C:12]([CH3:13])([CH3:14])[CH3:15])=[O:10])[CH2:25]2)[CH:20]=[C:21]([F:23])[CH:22]=1. The catalyst class is: 10. (2) Reactant: [C:1]([CH2:4][CH2:5][CH2:6][CH2:7][CH2:8][N+:9]1[C:17]2[C:12](=[CH:13][C:14]([F:19])=[CH:15][C:16]=2[F:18])[C:11]([CH2:21][CH2:22][CH2:23][CH2:24][S:25]([O-:28])(=[O:27])=[O:26])([CH3:20])[C:10]=1[CH3:29])([OH:3])=[O:2].F[B-](F)(F)F.[C:35]([C:39]1[CH:48]=[C:47]([CH3:49])[C:46]2[C:41](=[CH:42][C:43]([N:50]([CH3:52])[CH3:51])=[CH:44][CH:45]=2)[O+:40]=1)([CH3:38])([CH3:37])[CH3:36].[CH:53](OCC)(OCC)OCC.N1C=CC=CC=1. Product: [C:35]([C:39]1[O:40][C:41]2[C:46](/[C:47](=[CH:49]/[CH:53]=[CH:29]/[C:10]3[C:11]([CH2:21][CH2:22][CH2:23][CH2:24][S:25]([O-:28])(=[O:27])=[O:26])([CH3:20])[C:12]4[C:17](=[C:16]([F:18])[CH:15]=[C:14]([F:19])[CH:13]=4)[N+:9]=3[CH2:8][CH2:7][CH2:6][CH2:5][CH2:4][C:1]([OH:3])=[O:2])/[CH:48]=1)=[CH:45][CH:44]=[C:43]([N:50]([CH3:52])[CH3:51])[CH:42]=2)([CH3:38])([CH3:36])[CH3:37]. The catalyst class is: 5. (3) Product: [Cl:13][C:5]1[C:4]2[C:9](=[CH:10][CH:11]=[C:2]([NH:15][CH2:16][C:17]3[CH:22]=[CH:21][CH:20]=[C:19]([NH:23][CH2:24][CH2:25][N:26]([CH3:28])[CH3:27])[CH:18]=3)[CH:3]=2)[C:8](=[O:12])[NH:7][N:6]=1. Reactant: Br[C:2]1[CH:3]=[C:4]2[C:9](=[CH:10][CH:11]=1)[C:8](=[O:12])[NH:7][N:6]=[C:5]2[Cl:13].Cl.[NH2:15][CH2:16][C:17]1[CH:18]=[C:19]([NH:23][CH2:24][CH2:25][N:26]([CH3:28])[CH3:27])[CH:20]=[CH:21][CH:22]=1.C1C=CC(P(C2C(C3C(P(C4C=CC=CC=4)C4C=CC=CC=4)=CC=C4C=3C=CC=C4)=C3C(C=CC=C3)=CC=2)C2C=CC=CC=2)=CC=1.CC([O-])(C)C.[Na+]. The catalyst class is: 686. (4) Reactant: [NH:1]1[CH2:4][CH:3]([O:5][C:6]2[CH:11]=[CH:10][C:9]([NH:12][C:13]3[N:18]=[C:17]([C:19]4[N:23]5[CH:24]=[CH:25][CH:26]=[CH:27][C:22]5=[N:21][CH:20]=4)[C:16]([Cl:28])=[CH:15][N:14]=3)=[C:8]([O:29][CH3:30])[CH:7]=2)[CH2:2]1.[C:31](OC(=O)C)(=[O:33])[CH3:32]. Product: [Cl:28][C:16]1[C:17]([C:19]2[N:23]3[CH:24]=[CH:25][CH:26]=[CH:27][C:22]3=[N:21][CH:20]=2)=[N:18][C:13]([NH:12][C:9]2[CH:10]=[CH:11][C:6]([O:5][CH:3]3[CH2:2][N:1]([C:31](=[O:33])[CH3:32])[CH2:4]3)=[CH:7][C:8]=2[O:29][CH3:30])=[N:14][CH:15]=1. The catalyst class is: 4. (5) Reactant: C([O:5][C:6](=[O:33])[C:7]([CH3:32])([O:9][C:10]1[CH:31]=[CH:30][C:13]([C:14]([O:16][CH2:17][C:18]2[N:19]=[N:20][N:21]([CH2:23][C:24]3[CH:29]=[CH:28][CH:27]=[CH:26][CH:25]=3)[CH:22]=2)=[O:15])=[CH:12][CH:11]=1)[CH3:8])(C)(C)C.Cl. Product: [CH2:23]([N:21]1[CH:22]=[C:18]([CH2:17][O:16][C:14]([C:13]2[CH:12]=[CH:11][C:10]([O:9][C:7]([CH3:8])([CH3:32])[C:6]([OH:33])=[O:5])=[CH:31][CH:30]=2)=[O:15])[N:19]=[N:20]1)[C:24]1[CH:25]=[CH:26][CH:27]=[CH:28][CH:29]=1. The catalyst class is: 12.